This data is from Full USPTO retrosynthesis dataset with 1.9M reactions from patents (1976-2016). The task is: Predict the reactants needed to synthesize the given product. (1) Given the product [NH2:15][C:16]1[CH:17]=[C:18]2[C:23](=[CH:24][CH:25]=1)[O:22][CH:21]([CH2:26][C:27]([O:29][CH2:30][CH3:31])=[O:28])[CH2:20][CH2:19]2, predict the reactants needed to synthesize it. The reactants are: C1(C)C=CC=CC=1.C(OC([NH:15][C:16]1[CH:17]=[C:18]2[C:23](=[CH:24][CH:25]=1)[O:22][CH:21]([CH2:26][C:27]([O:29][CH2:30][CH3:31])=[O:28])[CH2:20][CH2:19]2)=O)(C)(C)C.FC(F)(F)C(O)=O.C(=O)(O)[O-].[Na+]. (2) Given the product [C:12]([CH2:11][C:5]1[C:4]2[C:8](=[CH:9][CH:10]=[C:2]([B:20]([OH:25])[OH:21])[CH:3]=2)[NH:7][CH:6]=1)([OH:14])=[O:13], predict the reactants needed to synthesize it. The reactants are: Br[C:2]1[CH:3]=[C:4]2[C:8](=[CH:9][CH:10]=1)[NH:7][CH:6]=[C:5]2[CH2:11][C:12]([OH:14])=[O:13].C([Li])(C)(C)C.[B:20](OC(C)C)([O:25]C(C)C)[O:21]C(C)C. (3) Given the product [NH2:1][C:2]1[N:7]=[CH:6][C:5]([C:8]([N:10]=[S:11]([CH2:14][CH2:15][CH2:16][CH2:17][C:18]([OH:20])=[O:19])([CH3:13])=[O:12])=[O:9])=[CH:4][C:3]=1[C:22]#[C:23][C:24]1[CH:29]=[CH:28][CH:27]=[C:26]([NH:30][C:31]([C:33]2[O:34][CH:35]=[CH:36][C:37]=2[CH3:38])=[O:32])[CH:25]=1, predict the reactants needed to synthesize it. The reactants are: [NH2:1][C:2]1[N:7]=[CH:6][C:5]([C:8]([N:10]=[S:11]([CH2:14][CH2:15][CH2:16][CH2:17][C:18]([O:20]C)=[O:19])([CH3:13])=[O:12])=[O:9])=[CH:4][C:3]=1[C:22]#[C:23][C:24]1[CH:29]=[CH:28][CH:27]=[C:26]([NH:30][C:31]([C:33]2[O:34][CH:35]=[CH:36][C:37]=2[CH3:38])=[O:32])[CH:25]=1.[OH-].[K+].Cl. (4) Given the product [NH:46]1[C:50]([CH2:56][C:57]([NH:1][C:2]([C:17]2[CH:22]=[CH:21][C:20]([O:23][CH2:24][CH2:25][CH2:26][C:27]([F:28])([F:29])[F:30])=[CH:19][CH:18]=2)([CH2:3][C:4](=[O:5])[C:6]2[CH:11]=[CH:10][C:9]([CH3:12])=[CH:8][CH:7]=2)[C:13]([F:16])([F:15])[F:14])=[O:58])=[N:49][N:48]=[N:47]1, predict the reactants needed to synthesize it. The reactants are: [NH2:1][C@@:2]([C:17]1[CH:22]=[CH:21][C:20]([O:23][CH2:24][CH2:25][CH2:26][C:27]([F:30])([F:29])[F:28])=[CH:19][CH:18]=1)([C:13]([F:16])([F:15])[F:14])[CH2:3][C:4]([C:6]1[CH:11]=[CH:10][C:9]([CH3:12])=[CH:8][CH:7]=1)=[O:5].C1CCC(N=C=NC2CCCCC2)CC1.[N:46]1[N:47](CC(O)=O)[N:48]=[N:49][CH:50]=1.C1C[O:58][CH2:57][CH2:56]1. (5) Given the product [Cl:1][C:2]1[CH:3]=[C:4]2[C:8](=[CH:9][C:10]=1[Cl:11])[N:7]([CH3:13])[N:6]=[C:5]2[I:12], predict the reactants needed to synthesize it. The reactants are: [Cl:1][C:2]1[CH:3]=[C:4]2[C:8](=[CH:9][C:10]=1[Cl:11])[NH:7][N:6]=[C:5]2[I:12].[CH3:13]C([O-])(C)C.[K+].IC. (6) Given the product [O:10]1[CH:11]=[CH:12][CH:13]=[C:9]1[C:7]([C:6]1[CH:5]=[N:4][N:3]2[C:18]([C:20]3[CH:25]=[CH:24][CH:23]=[C:22]([N:26]4[CH:30]=[CH:29][CH:28]=[CH:27]4)[CH:21]=3)=[CH:17][CH:16]=[N:1][C:2]=12)=[O:8], predict the reactants needed to synthesize it. The reactants are: [NH2:1][C:2]1[C:6]([C:7]([C:9]2[O:10][CH:11]=[CH:12][CH:13]=2)=[O:8])=[CH:5][NH:4][N:3]=1.CN(C)[CH:16]=[CH:17][C:18]([C:20]1[CH:25]=[CH:24][CH:23]=[C:22]([N:26]2[CH:30]=[CH:29][CH:28]=[CH:27]2)[CH:21]=1)=O.